Dataset: Catalyst prediction with 721,799 reactions and 888 catalyst types from USPTO. Task: Predict which catalyst facilitates the given reaction. (1) Reactant: [CH2:1]([Mg]Br)[CH3:2].O1CCCC1.C(N(CC)CC)C.C[O:18][C:19]([C:21]1[CH:25]=[C:24]([C:26]2[CH:31]=[C:30]([CH3:32])[CH:29]=[CH:28][C:27]=2[F:33])[O:23][N:22]=1)=O. Product: [F:33][C:27]1[CH:28]=[CH:29][C:30]([CH3:32])=[CH:31][C:26]=1[C:24]1[O:23][N:22]=[C:21]([C:19](=[O:18])[CH2:1][CH3:2])[CH:25]=1. The catalyst class is: 11. (2) Product: [Cl:1][C:2]1[CH:3]=[CH:4][C:5]([O:6][C:7]([CH3:12])([CH3:11])[C:8]([NH:19][CH2:20][CH2:21][NH:22][C:23](=[O:29])[O:24][C:25]([CH3:27])([CH3:26])[CH3:28])=[O:10])=[CH:13][CH:14]=1. The catalyst class is: 2. Reactant: [Cl:1][C:2]1[CH:14]=[CH:13][C:5]([O:6][C:7]([CH3:12])([CH3:11])[C:8]([OH:10])=O)=[CH:4][CH:3]=1.C(Cl)CCl.[NH2:19][CH2:20][CH2:21][NH:22][C:23](=[O:29])[O:24][C:25]([CH3:28])([CH3:27])[CH3:26]. (3) Reactant: [CH3:1][C:2]1[S:3][CH:4]=[C:5]([C:7]2[C:11]3[CH2:12][NH:13][CH2:14][CH2:15][C:10]=3[NH:9][N:8]=2)[N:6]=1.[Cl:16][C:17]1[CH:18]=[C:19]([NH:23][C:24](=O)[O:25]C2C=CC=CC=2)[CH:20]=[CH:21][CH:22]=1. The catalyst class is: 2. Product: [Cl:16][C:17]1[CH:18]=[C:19]([NH:23][C:24]([N:13]2[CH2:14][CH2:15][C:10]3[NH:9][N:8]=[C:7]([C:5]4[N:6]=[C:2]([CH3:1])[S:3][CH:4]=4)[C:11]=3[CH2:12]2)=[O:25])[CH:20]=[CH:21][CH:22]=1.